Binary Classification. Given a miRNA mature sequence and a target amino acid sequence, predict their likelihood of interaction. From a dataset of Experimentally validated miRNA-target interactions with 360,000+ pairs, plus equal number of negative samples. The miRNA is hsa-miR-1238-3p with sequence CUUCCUCGUCUGUCUGCCCC. The protein sequence of the target gene is MLGLRPPLLALVGLLSLGCVLSQECTKFKVSSCRECIESGPGCTWCQKLNFTGPGDPDSIRCDTRPQLLMRGCAADDIMDPTSLAETQEDHNGGQKQLSPQKVTLYLRPGQAAAFNVTFRRAKGYPIDLYYLMDLSYSMLDDLRNVKKLGGDLLRALNEITESGRIGFGSFVDKTVLPFVNTHPDKLRNPCPNKEKECQPPFAFRHVLKLTNNSNQFQTEVGKQLISGNLDAPEGGLDAMMQVAACPEEIGWRNVTRLLVFATDDGFHFAGDGKLGAILTPNDGRCHLEDNLYKRSNEFD.... Result: 0 (no interaction).